Dataset: Catalyst prediction with 721,799 reactions and 888 catalyst types from USPTO. Task: Predict which catalyst facilitates the given reaction. (1) Product: [Cl:2][CH2:3][CH2:4][N:5]([CH2:9][C:10]1[CH:15]=[CH:14][CH:13]=[CH:12][CH:11]=1)[CH2:6][CH2:7][Cl:8]. The catalyst class is: 66. Reactant: Cl.[Cl:2][CH2:3][CH2:4][NH:5][CH2:6][CH2:7][Cl:8].[CH2:9](Br)[C:10]1[CH:15]=[CH:14][CH:13]=[CH:12][CH:11]=1.CN(C=O)C. (2) Reactant: Cl[CH2:2][C:3]([C:5]1[CH:6]=[C:7]2[C:12](=[CH:13][CH:14]=1)[NH:11][C:10](=[O:15])[CH2:9][CH2:8]2)=[O:4].[Cl:16][C:17]1[S:21][C:20]([C:22]2([OH:28])[CH2:27][CH2:26][NH:25][CH2:24][CH2:23]2)=[CH:19][CH:18]=1.C(N(CC)CC)C. Product: [Cl:16][C:17]1[S:21][C:20]([C:22]2([OH:28])[CH2:23][CH2:24][N:25]([CH2:2][C:3]([C:5]3[CH:6]=[C:7]4[C:12](=[CH:13][CH:14]=3)[NH:11][C:10](=[O:15])[CH2:9][CH2:8]4)=[O:4])[CH2:26][CH2:27]2)=[CH:19][CH:18]=1. The catalyst class is: 3.